Dataset: Full USPTO retrosynthesis dataset with 1.9M reactions from patents (1976-2016). Task: Predict the reactants needed to synthesize the given product. (1) Given the product [Cl:22][C:7]1[C:8]([NH:12][C:13](=[O:21])[CH2:14][CH:15]2[CH2:20][CH2:19][CH2:18][CH2:17][CH2:16]2)=[C:9]2[C:4](=[CH:5][CH:6]=1)[N:3]=[C:2]([NH:32][CH2:31][CH2:30][C:29]([O:28][C:24]([CH3:27])([CH3:26])[CH3:25])=[O:33])[CH:11]=[CH:10]2, predict the reactants needed to synthesize it. The reactants are: Cl[C:2]1[CH:11]=[CH:10][C:9]2[C:4](=[CH:5][CH:6]=[C:7]([Cl:22])[C:8]=2[NH:12][C:13](=[O:21])[CH2:14][CH:15]2[CH2:20][CH2:19][CH2:18][CH2:17][CH2:16]2)[N:3]=1.Cl.[C:24]([O:28][C:29](=[O:33])[CH2:30][CH2:31][NH2:32])([CH3:27])([CH3:26])[CH3:25]. (2) Given the product [CH3:1][CH2:2][CH2:3][CH2:4][CH2:5]/[CH:6]=[CH:7]\[CH2:8][C@@H:9]([OH:26])/[CH:10]=[CH:11]/[CH:12]=[CH:13]/[CH:14]=[CH:15]\[C@@H:16]([OH:17])[CH2:18][CH2:19][CH2:20][C:21]([OH:23])=[O:22], predict the reactants needed to synthesize it. The reactants are: [CH3:1][CH2:2][CH2:3][CH2:4][CH2:5]/[CH:6]=[CH:7]\[CH2:8]/[CH:9]=[CH:10]\[CH:11]=[CH:12]\[CH:13]=[CH:14]\[C@@H:15]1[O:17][C@H:16]1[CH2:18][CH2:19][CH2:20][C:21]([OH:23])=[O:22].CS(C)=[O:26]. (3) The reactants are: [N+:1]([C:4]1[S:8][C:7]([S:9]([N:12]2[CH2:17][CH2:16][N:15]([C:18]3[N:23]=[CH:22][C:21]([C:24]([OH:33])([C:29]([F:32])([F:31])[F:30])[C:25]([F:28])([F:27])[F:26])=[CH:20][N:19]=3)[C@@H:14]([CH2:34][N:35]([CH2:40][CH:41]([CH3:43])[CH3:42])[S:36]([CH3:39])(=[O:38])=[O:37])[CH2:13]2)(=[O:11])=[O:10])=[CH:6][CH:5]=1)([O-])=O.C([O-])(O)=O.[Na+]. Given the product [NH2:1][C:4]1[S:8][C:7]([S:9]([N:12]2[CH2:17][CH2:16][N:15]([C:18]3[N:23]=[CH:22][C:21]([C:24]([OH:33])([C:25]([F:28])([F:26])[F:27])[C:29]([F:32])([F:31])[F:30])=[CH:20][N:19]=3)[C@@H:14]([CH2:34][N:35]([CH2:40][CH:41]([CH3:43])[CH3:42])[S:36]([CH3:39])(=[O:38])=[O:37])[CH2:13]2)(=[O:10])=[O:11])=[CH:6][CH:5]=1, predict the reactants needed to synthesize it. (4) The reactants are: C[O:2][C:3]1[CH:8]=[CH:7][C:6]([C:9]2[CH:14]=[CH:13][C:12]([N+:15]([O-:17])=[O:16])=[CH:11][CH:10]=2)=[CH:5][CH:4]=1.Br. Given the product [OH:2][C:3]1[CH:4]=[CH:5][C:6]([C:9]2[CH:14]=[CH:13][C:12]([N+:15]([O-:17])=[O:16])=[CH:11][CH:10]=2)=[CH:7][CH:8]=1, predict the reactants needed to synthesize it. (5) Given the product [NH2:1][C:2]1[C:7]([F:8])=[C:6]([CH2:9][CH3:10])[N:5]=[C:4]([C:11]([O:13][CH3:14])=[O:12])[C:3]=1[O:15][CH3:16], predict the reactants needed to synthesize it. The reactants are: [NH2:1][C:2]1[C:7]([F:8])=[C:6]([CH:9]=[CH2:10])[N:5]=[C:4]([C:11]([O:13][CH3:14])=[O:12])[C:3]=1[O:15][CH3:16]. (6) Given the product [N:1]1[CH:6]=[CH:5][N:4]=[CH:3][C:2]=1[C:7]1[CH:8]=[CH:9][C:10]([CH2:13][C:14]([NH:19][C@@H:20]([C:22]2[CH:27]=[CH:26][C:25]([O:28][CH2:29][C:30]([F:33])([F:31])[F:32])=[CH:24][N:23]=2)[CH3:21])=[O:16])=[CH:11][CH:12]=1, predict the reactants needed to synthesize it. The reactants are: [N:1]1[CH:6]=[CH:5][N:4]=[CH:3][C:2]=1[C:7]1[CH:12]=[CH:11][C:10]([CH2:13][C:14]([OH:16])=O)=[CH:9][CH:8]=1.[Cl-].[Cl-].[NH3+:19][C@@H:20]([C:22]1[CH:27]=[CH:26][C:25]([O:28][CH2:29][C:30]([F:33])([F:32])[F:31])=[CH:24][NH+:23]=1)[CH3:21].C1C=NC2N(O)N=NC=2C=1.C(Cl)CCl.CCN(C(C)C)C(C)C. (7) Given the product [C:1]([O:5][C:6]([N:8]1[CH2:13][CH2:12][CH2:11][C:10]([F:27])([CH2:14][NH:15][C:16]2[N:17]=[CH:18][C:19]3[CH:25]=[N:24][CH:23]=[C:22]([I:26])[C:20]=3[N:21]=2)[CH2:9]1)=[O:7])([CH3:4])([CH3:2])[CH3:3], predict the reactants needed to synthesize it. The reactants are: [C:1]([O:5][C:6]([N:8]1[CH2:13][CH2:12][CH2:11][C@:10]([F:27])([CH2:14][NH:15][C:16]2[N:17]=[CH:18][C:19]3[CH:25]=[N:24][CH:23]=[C:22]([I:26])[C:20]=3[N:21]=2)[CH2:9]1)=[O:7])([CH3:4])([CH3:3])[CH3:2].C(=O)=O.C(OC(N1CCC[C@@](F)(CNC2N=CC3C=NC=C(I)C=3N=2)C1)=O)(C)(C)C.